The task is: Predict the reactants needed to synthesize the given product.. This data is from Full USPTO retrosynthesis dataset with 1.9M reactions from patents (1976-2016). (1) Given the product [CH3:1][O:2][C:3]1[CH:8]=[CH:7][CH:6]=[CH:5][C:4]=1[C:9]1[C:17]2[C:12](=[N:13][CH:14]=[C:15]([C:18]3[CH:26]=[C:22]([C:23]([N:34]4[CH2:33][CH2:30][CH2:31][CH2:32]4)=[O:24])[CH:21]=[N:20][CH:19]=3)[CH:16]=2)[NH:11][N:10]=1, predict the reactants needed to synthesize it. The reactants are: [CH3:1][O:2][C:3]1[CH:8]=[CH:7][CH:6]=[CH:5][C:4]=1[C:9]1[C:17]2[C:12](=[N:13][CH:14]=[C:15]([C:18]3[CH:19]=[N:20][CH:21]=[C:22]([CH:26]=3)[C:23](O)=[O:24])[CH:16]=2)[NH:11][N:10]=1.C1[CH:32]=[CH:31][C:30]([CH2:33][NH:34]S(C2C=CC3N=NN(O)C=3C=2)(=O)=O)=CC=1.Cl.CCN=C=NCCCN(C)C.N1CCCC1. (2) The reactants are: Br[C:2]1[CH:3]=[C:4]([CH:7]2[O:11][CH2:10][CH2:9][O:8]2)[S:5][CH:6]=1.[Li]CCCC.Cl[C:18]([O:20][CH3:21])=[O:19]. Given the product [O:8]1[CH2:9][CH2:10][O:11][CH:7]1[C:4]1[S:5][CH:6]=[C:2]([C:18]([O:20][CH3:21])=[O:19])[CH:3]=1, predict the reactants needed to synthesize it.